From a dataset of Reaction yield outcomes from USPTO patents with 853,638 reactions. Predict the reaction yield, written as a fraction of the theoretical maximum amount of product (1.0 means a 100% yield; for example, 0.34 means a 34% yield). The reactants are [Cl:1]N1C(=O)CCC1=O.[C:9]([C:13]1[CH:26]=[CH:25][CH:24]=[CH:23][C:14]=1[O:15][C:16]1[C:21]([NH2:22])=[CH:20][CH:19]=[CH:18][N:17]=1)([CH3:12])([CH3:11])[CH3:10]. The catalyst is CN(C=O)C. The product is [C:9]([C:13]1[CH:26]=[CH:25][CH:24]=[CH:23][C:14]=1[O:15][C:16]1[C:21]([NH2:22])=[CH:20][CH:19]=[C:18]([Cl:1])[N:17]=1)([CH3:12])([CH3:10])[CH3:11]. The yield is 0.680.